This data is from Forward reaction prediction with 1.9M reactions from USPTO patents (1976-2016). The task is: Predict the product of the given reaction. Given the reactants [CH:1]1[CH:2]=[CH:3][C:4]([NH:11][C:12]2[C:13]([Cl:19])=[CH:14][CH:15]=[CH:16][C:17]=2[Cl:18])=[C:5]([CH2:7][C:8]([OH:10])=[O:9])[CH:6]=1.O[C:21]1[C:29]2N=N[NH:26][C:25]=2[CH:24]=[CH:23][CH:22]=1.C1CCC(N=C=NC2CCCCC2)CC1.OC1C=CC(C2S[S:55][C:54](=S)C=2)=CC=1, predict the reaction product. The product is: [Cl:19][C:13]1[CH:14]=[CH:15][CH:16]=[C:17]([Cl:18])[C:12]=1[NH:11][C:4]1[CH:3]=[CH:2][CH:1]=[CH:6][C:5]=1[CH2:7][C:8]([O:10][C:22]1[CH:23]=[CH:24][C:25]([N:26]=[C:54]=[S:55])=[CH:29][CH:21]=1)=[O:9].